From a dataset of Catalyst prediction with 721,799 reactions and 888 catalyst types from USPTO. Predict which catalyst facilitates the given reaction. (1) Reactant: [C:1]([C:4]1[CH:5]=[CH:6][C:7]([NH:20][C:21]([CH:23]2[CH2:28][CH2:27][N:26]([CH:29]([CH3:31])[CH3:30])[CH2:25][CH2:24]2)=[O:22])=[C:8]([CH:19]=1)[C:9]([NH:11][C:12]1[CH:17]=[CH:16][C:15]([Cl:18])=[CH:14][N:13]=1)=[O:10])(=O)[CH3:2].C([O-])(=O)C.[Na+].Cl.[NH2:38][OH:39]. Product: [Cl:18][C:15]1[CH:16]=[CH:17][C:12]([NH:11][C:9](=[O:10])[C:8]2[CH:19]=[C:4]([C:1](=[N:38][OH:39])[CH3:2])[CH:5]=[CH:6][C:7]=2[NH:20][C:21]([CH:23]2[CH2:24][CH2:25][N:26]([CH:29]([CH3:30])[CH3:31])[CH2:27][CH2:28]2)=[O:22])=[N:13][CH:14]=1. The catalyst class is: 5. (2) Reactant: Cl.Br[C:3]1[C:4]2[N:5]([CH:10]=[CH:11][N:12]=2)[N:6]=[C:7]([Cl:9])[CH:8]=1.[N+:13]([C:16]1[CH:22]=[CH:21][C:19]([NH2:20])=[CH:18][CH:17]=1)([O-:15])=[O:14].CC(C)([O-])C.[K+].C1COCC1. Product: [Cl:9][C:7]1[CH:8]=[C:3]([NH:20][C:19]2[CH:21]=[CH:22][C:16]([N+:13]([O-:15])=[O:14])=[CH:17][CH:18]=2)[C:4]2[N:5]([CH:10]=[CH:11][N:12]=2)[N:6]=1. The catalyst class is: 3.